This data is from Forward reaction prediction with 1.9M reactions from USPTO patents (1976-2016). The task is: Predict the product of the given reaction. (1) Given the reactants Br[CH2:2][C:3]1[N:8]([C:9]2[CH:14]=[CH:13][CH:12]=[C:11]([C:15]([F:18])([F:17])[F:16])[CH:10]=2)[C:7](=[O:19])[NH:6][CH:5]([C:20]2[CH:25]=[CH:24][C:23]([C:26]#[N:27])=[CH:22][C:21]=2[S:28]([CH3:31])(=[O:30])=[O:29])[C:4]=1[C:32](OCC)=[O:33].[CH:37]1([NH2:40])[CH2:39][CH2:38]1.C(#N)C.O, predict the reaction product. The product is: [CH:37]1([N:40]2[C:32](=[O:33])[C:4]3[CH:5]([C:20]4[CH:25]=[CH:24][C:23]([C:26]#[N:27])=[CH:22][C:21]=4[S:28]([CH3:31])(=[O:29])=[O:30])[NH:6][C:7](=[O:19])[N:8]([C:9]4[CH:14]=[CH:13][CH:12]=[C:11]([C:15]([F:18])([F:16])[F:17])[CH:10]=4)[C:3]=3[CH2:2]2)[CH2:39][CH2:38]1. (2) Given the reactants [Br:1][C:2]1[CH:3]=[C:4]2[C:9](=[CH:10][CH:11]=1)[C:8](Cl)=[N:7][N:6]=[CH:5]2.[C:13]([C:17]1[CH:23]=[CH:22][C:20]([NH2:21])=[CH:19][CH:18]=1)([CH3:16])([CH3:15])[CH3:14], predict the reaction product. The product is: [Br:1][C:2]1[CH:3]=[C:4]2[C:9](=[CH:10][CH:11]=1)[C:8]([NH:21][C:20]1[CH:22]=[CH:23][C:17]([C:13]([CH3:16])([CH3:15])[CH3:14])=[CH:18][CH:19]=1)=[N:7][N:6]=[CH:5]2. (3) Given the reactants [C:1]1([C:7]([C:14]2[CH:19]=[CH:18][CH:17]=[CH:16][CH:15]=2)([CH3:13])[C:8]([N:10]=[C:11]=[O:12])=[O:9])[CH:6]=[CH:5][CH:4]=[CH:3][CH:2]=1.[F:20][C:21]([F:25])([F:24])[CH2:22][OH:23], predict the reaction product. The product is: [F:20][C:21]([F:25])([F:24])[CH2:22][O:23][C:11](=[O:12])[NH:10][C:8](=[O:9])[C:7]([C:1]1[CH:2]=[CH:3][CH:4]=[CH:5][CH:6]=1)([C:14]1[CH:19]=[CH:18][CH:17]=[CH:16][CH:15]=1)[CH3:13]. (4) The product is: [CH:37]([N:11]([CH2:12][C:13]([CH3:36])=[CH:14][CH2:15][C:16]1[C:17]([OH:29])=[C:18]2[C:22](=[C:23]([CH3:27])[C:24]=1[O:25][CH3:26])[CH2:21][O:20][C:19]2=[O:28])[CH2:10][CH2:9][P:4](=[O:3])([OH:5])[OH:8])=[O:38]. Given the reactants C([O:3][P:4]([CH2:9][CH2:10][N:11]([CH:37]=[O:38])[CH2:12][C:13]([CH3:36])=[CH:14][CH2:15][C:16]1[C:17]([O:29]CC[Si](C)(C)C)=[C:18]2[C:22](=[C:23]([CH3:27])[C:24]=1[O:25][CH3:26])[CH2:21][O:20][C:19]2=[O:28])(=[O:8])[O:5]CC)C.C[Si](Br)(C)C.N1C(C)=CC=CC=1C, predict the reaction product. (5) Given the reactants [Cl-].C[NH+](C)C.[Cl-].[Al+3].[Cl-].[Cl-].[Cl:10][C:11]1[C:16]([C:17]2[C:22]([F:23])=[CH:21][C:20]([O:24]C)=[CH:19][C:18]=2[F:26])=[C:15]([N:27]2[CH2:32][CH2:31][CH:30]([CH3:33])[CH2:29][CH2:28]2)[N:14]=[C:13]([C:34]#[N:35])[N:12]=1.C(=O)(O)[O-].[Na+], predict the reaction product. The product is: [Cl:10][C:11]1[C:16]([C:17]2[C:22]([F:23])=[CH:21][C:20]([OH:24])=[CH:19][C:18]=2[F:26])=[C:15]([N:27]2[CH2:28][CH2:29][CH:30]([CH3:33])[CH2:31][CH2:32]2)[N:14]=[C:13]([C:34]#[N:35])[N:12]=1. (6) Given the reactants [CH3:1][NH:2][CH:3]1[CH2:8][CH2:7][O:6][CH2:5][CH2:4]1.C([O-])([O-])=O.[K+].[K+].Br[C:16]1[CH:21]=[CH:20][C:19]([N+:22]([O-:24])=[O:23])=[CH:18][N:17]=1.O, predict the reaction product. The product is: [CH3:1][N:2]([CH:3]1[CH2:8][CH2:7][O:6][CH2:5][CH2:4]1)[C:16]1[CH:21]=[CH:20][C:19]([N+:22]([O-:24])=[O:23])=[CH:18][N:17]=1. (7) Given the reactants [S:1]=[C:2]1[CH:7]=[CH:6][N:5]([CH2:8][CH2:9][CH2:10][CH2:11][N:12]2[CH2:17][C@H:16]3[C@:14]([C:18]4[CH:23]=[CH:22][C:21]([C:24]([F:27])([F:26])[F:25])=[CH:20][CH:19]=4)([CH2:15]3)[CH2:13]2)[C:4](=[O:28])[NH:3]1.[ClH:29], predict the reaction product. The product is: [ClH:29].[S:1]=[C:2]1[CH:7]=[CH:6][N:5]([CH2:8][CH2:9][CH2:10][CH2:11][N:12]2[CH2:17][C@H:16]3[C@:14]([C:18]4[CH:23]=[CH:22][C:21]([C:24]([F:25])([F:26])[F:27])=[CH:20][CH:19]=4)([CH2:15]3)[CH2:13]2)[C:4](=[O:28])[NH:3]1.